Task: Regression. Given a peptide amino acid sequence and an MHC pseudo amino acid sequence, predict their binding affinity value. This is MHC class I binding data.. Dataset: Peptide-MHC class I binding affinity with 185,985 pairs from IEDB/IMGT (1) The peptide sequence is TLNRNQPAA. The binding affinity (normalized) is 0.411. The MHC is HLA-A02:03 with pseudo-sequence HLA-A02:03. (2) The peptide sequence is GLADQLIHI. The MHC is HLA-A02:11 with pseudo-sequence HLA-A02:11. The binding affinity (normalized) is 1.00. (3) The peptide sequence is AQIGVIGVF. The MHC is HLA-B35:01 with pseudo-sequence HLA-B35:01. The binding affinity (normalized) is 0.378. (4) The peptide sequence is YSFSRAYTL. The MHC is HLA-B83:01 with pseudo-sequence HLA-B83:01. The binding affinity (normalized) is 0.213. (5) The peptide sequence is MAMTTVLSI. The MHC is HLA-B58:01 with pseudo-sequence HLA-B58:01. The binding affinity (normalized) is 0.728. (6) The peptide sequence is GYIPIERVL. The MHC is HLA-B39:01 with pseudo-sequence HLA-B39:01. The binding affinity (normalized) is 0.0847. (7) The peptide sequence is RENQVAVVR. The MHC is HLA-A26:02 with pseudo-sequence HLA-A26:02. The binding affinity (normalized) is 0.0847. (8) The peptide sequence is RPIVSTQLL. The MHC is HLA-B35:01 with pseudo-sequence HLA-B35:01. The binding affinity (normalized) is 0.0930. (9) The peptide sequence is VGNYYVKF. The MHC is Mamu-B52 with pseudo-sequence Mamu-B52. The binding affinity (normalized) is 0.771. (10) The peptide sequence is TRYPLTFGW. The MHC is HLA-A03:01 with pseudo-sequence HLA-A03:01. The binding affinity (normalized) is 0.